Dataset: Forward reaction prediction with 1.9M reactions from USPTO patents (1976-2016). Task: Predict the product of the given reaction. Given the reactants [CH2:1]1[C@@H:5]2[C@@H:6]3[C:11](=[O:12])[O:10][C:8](=[O:9])[C@@H:7]3[C@H:2]1[CH:3]=[CH:4]2.C1(C)C=CC=CC=1.COC1C=CC2N=CC=C([C@@H](O)[C@H]3N4C[C@H](C=C)[C@@H](CC4)C3)C=2C=1.[CH3:44][OH:45], predict the reaction product. The product is: [CH3:44][O:45][C:11]([C@@H:6]1[C@@H:5]2[CH2:1][C@@H:2]([CH:3]=[CH:4]2)[C@@H:7]1[C:8]([OH:10])=[O:9])=[O:12].